From a dataset of Peptide-MHC class I binding affinity with 185,985 pairs from IEDB/IMGT. Regression. Given a peptide amino acid sequence and an MHC pseudo amino acid sequence, predict their binding affinity value. This is MHC class I binding data. The peptide sequence is KHFDPRLLTAL. The MHC is Mamu-A07 with pseudo-sequence Mamu-A07. The binding affinity (normalized) is 0.498.